From a dataset of Full USPTO retrosynthesis dataset with 1.9M reactions from patents (1976-2016). Predict the reactants needed to synthesize the given product. (1) Given the product [S:1]1[C:5]2[CH:6]=[CH:7][CH:8]=[CH:9][C:4]=2[N:3]=[C:2]1[CH2:10][O:11][C:12]1[CH:37]=[CH:36][C:15]2[N:16]([CH2:28][C:29]3[CH:34]=[CH:33][C:32]([C:43]4[CH:44]=[N:45][C:40]([C:39]([F:50])([F:49])[F:38])=[CH:41][CH:42]=4)=[CH:31][CH:30]=3)[C:17]([C@H:19]3[CH2:24][CH2:23][CH2:22][CH2:21][C@H:20]3[C:25]([OH:27])=[O:26])=[N:18][C:14]=2[CH:13]=1, predict the reactants needed to synthesize it. The reactants are: [S:1]1[C:5]2[CH:6]=[CH:7][CH:8]=[CH:9][C:4]=2[N:3]=[C:2]1[CH2:10][O:11][C:12]1[CH:37]=[CH:36][C:15]2[N:16]([CH2:28][C:29]3[CH:34]=[CH:33][C:32](Br)=[CH:31][CH:30]=3)[C:17]([C@H:19]3[CH2:24][CH2:23][CH2:22][CH2:21][C@H:20]3[C:25]([OH:27])=[O:26])=[N:18][C:14]=2[CH:13]=1.[F:38][C:39]([F:50])([F:49])[C:40]1[N:45]=[CH:44][C:43](B(O)O)=[CH:42][CH:41]=1. (2) The reactants are: [C:1]([C:3]1[N:8]=[CH:7][C:6]([S:9]([CH:12]2[CH2:17][CH2:16][N:15]([C:18]([O:20][C:21]([CH3:24])([CH3:23])[CH3:22])=[O:19])[CH2:14][CH2:13]2)(=[O:11])=[O:10])=[CH:5][CH:4]=1)#[N:2].[OH-].[NH4+].[H][H]. Given the product [NH2:2][CH2:1][C:3]1[N:8]=[CH:7][C:6]([S:9]([CH:12]2[CH2:13][CH2:14][N:15]([C:18]([O:20][C:21]([CH3:24])([CH3:23])[CH3:22])=[O:19])[CH2:16][CH2:17]2)(=[O:10])=[O:11])=[CH:5][CH:4]=1, predict the reactants needed to synthesize it. (3) Given the product [C:35]([C:32]1[CH:31]=[CH:30][C:29]([C:27]2[CH:26]=[N:25][N:24]([CH2:23][C:19]3[CH:18]=[C:17]([CH:22]=[CH:21][CH:20]=3)[C:16]([NH:15][C:13]3[S:14][C:10]4[CH2:9][C@@H:8]([N:7]5[CH2:6][CH2:5][C:3](=[O:4])[CH2:1][CH2:2]5)[CH2:39][CH2:38][C:11]=4[N:12]=3)=[O:37])[CH:28]=2)=[CH:34][CH:33]=1)#[N:36], predict the reactants needed to synthesize it. The reactants are: [CH:1]([C:3]([CH:5]=[CH2:6])=[O:4])=[CH2:2].[NH2:7][C@H:8]1[CH2:39][CH2:38][C:11]2[N:12]=[C:13]([NH:15][C:16](=[O:37])[C:17]3[CH:22]=[CH:21][CH:20]=[C:19]([CH2:23][N:24]4[CH:28]=[C:27]([C:29]5[CH:34]=[CH:33][C:32]([C:35]#[N:36])=[CH:31][CH:30]=5)[CH:26]=[N:25]4)[CH:18]=3)[S:14][C:10]=2[CH2:9]1. (4) Given the product [CH2:31]([C:23]1[O:24][C:25]2[CH:30]=[CH:29][CH:28]=[CH:27][C:26]=2[C:22]=1[C:19]1[CH:20]=[CH:21][C:16]([C:13]2[CH:14]=[CH:15][C:10]([CH2:9][S:8][CH2:7][C@:6]([N:38]=[C:39]=[O:40])([O:1][C:10]([CH3:15])([CH3:11])[CH3:9])[C:5]([OH:4])=[O:46])=[CH:11][CH:12]=2)=[CH:17][CH:18]=1)[C:32]1[CH:33]=[CH:34][CH:35]=[CH:36][CH:37]=1, predict the reactants needed to synthesize it. The reactants are: [OH-:1].[Na+].C[O:4][C:5](=[O:46])[C@@H:6]([NH:38][C:39](OC(C)(C)C)=[O:40])[CH2:7][S:8][CH2:9][C:10]1[CH:15]=[CH:14][C:13]([C:16]2[CH:21]=[CH:20][C:19]([C:22]3[C:26]4[CH:27]=[CH:28][CH:29]=[CH:30][C:25]=4[O:24][C:23]=3[CH2:31][C:32]3[CH:37]=[CH:36][CH:35]=[CH:34][CH:33]=3)=[CH:18][CH:17]=2)=[CH:12][CH:11]=1.Cl. (5) Given the product [CH2:1]([S:7][CH:8]=[CH:9][C:10]([O:12][C:13]1[CH:14]=[CH:15][C:16]([C:19]2[CH:20]=[CH:21][CH:22]=[CH:23][CH:24]=2)=[CH:17][CH:18]=1)=[O:11])[C:6]1[CH:5]=[CH:4][CH:3]=[CH:2][CH:25]=1, predict the reactants needed to synthesize it. The reactants are: [C:1]1([S:7][CH:8]=[CH:9][C:10]([O:12][C:13]2[CH:18]=[CH:17][C:16]([C:19]3[CH:24]=[CH:23][CH:22]=[CH:21][CH:20]=3)=[CH:15][CH:14]=2)=[O:11])[CH:6]=[CH:5][CH:4]=[CH:3][CH:2]=1.[C:25](OC1C=CC(C2C=CC=CC=2)=CC=1)(=O)C#C.C1C=CC(CS)=CC=1.